Predict the product of the given reaction. From a dataset of Forward reaction prediction with 1.9M reactions from USPTO patents (1976-2016). (1) Given the reactants [H-].[Al+3].[Li+].[H-].[H-].[H-].[F:7][CH:8]([CH2:14][CH:15]1[CH2:20][CH2:19][CH:18]([CH2:21][CH2:22][CH3:23])[CH2:17][CH2:16]1)[C:9](OCC)=[O:10].Cl.C(OCC)(=O)C, predict the reaction product. The product is: [F:7][CH:8]([CH2:14][CH:15]1[CH2:16][CH2:17][CH:18]([CH2:21][CH2:22][CH3:23])[CH2:19][CH2:20]1)[CH2:9][OH:10]. (2) Given the reactants [Cl:1][C:2]1[CH:3]=[C:4]2[C:9](=[CH:10][CH:11]=1)[NH:8][CH:7]([C:12]1[CH:18]=[CH:17][CH:16]=[CH:15][C:13]=1[NH2:14])[CH2:6][C:5]2([CH3:20])[CH3:19].N1C=CC=CC=1.[F:27][C:28]1[CH:33]=[CH:32][CH:31]=[CH:30][C:29]=1[S:34](Cl)(=[O:36])=[O:35], predict the reaction product. The product is: [Cl:1][C:2]1[CH:3]=[C:4]2[C:9](=[CH:10][CH:11]=1)[NH:8][CH:7]([C:12]1[CH:18]=[CH:17][CH:16]=[CH:15][C:13]=1[NH:14][S:34]([C:29]1[CH:30]=[CH:31][CH:32]=[CH:33][C:28]=1[F:27])(=[O:36])=[O:35])[CH2:6][C:5]2([CH3:20])[CH3:19]. (3) Given the reactants [C:1]([O:5][C:6]([C:8]1([CH3:29])[N:12]2[C:13](=[O:28])[C:14]([NH:17][C:18]([O:20][CH2:21][C:22]3[CH:27]=[CH:26][CH:25]=[CH:24][CH:23]=3)=[O:19])=[CH:15][N:16]=[C:11]2[CH2:10][CH2:9]1)=[O:7])([CH3:4])([CH3:3])[CH3:2].[CH2:30](OC(NC1C(=O)N2[C@H](C(OC(C)(C)C)=O)CCC2=NC=1)=O)C1C=CC=CC=1.C(I)C, predict the reaction product. The product is: [C:1]([O:5][C:6]([C:8]1([CH2:29][CH3:30])[N:12]2[C:13](=[O:28])[C:14]([NH:17][C:18]([O:20][CH2:21][C:22]3[CH:27]=[CH:26][CH:25]=[CH:24][CH:23]=3)=[O:19])=[CH:15][N:16]=[C:11]2[CH2:10][CH2:9]1)=[O:7])([CH3:4])([CH3:2])[CH3:3]. (4) Given the reactants [CH3:1][C:2]([NH2:13])([CH3:12])[CH2:3][C:4]1[CH:9]=[CH:8][C:7]([O:10][CH3:11])=[CH:6][CH:5]=1.[O:14]([CH2:21][CH2:22][CH2:23]Br)[C:15]1[CH:20]=[CH:19][CH:18]=[CH:17][CH:16]=1.[ClH:25].CO, predict the reaction product. The product is: [ClH:25].[O:14]([CH2:21][CH2:22][CH2:23][NH:13][C:2]([CH3:1])([CH3:12])[CH2:3][C:4]1[CH:9]=[CH:8][C:7]([O:10][CH3:11])=[CH:6][CH:5]=1)[C:15]1[CH:20]=[CH:19][CH:18]=[CH:17][CH:16]=1. (5) Given the reactants [CH2:1]1[CH2:5]O[CH2:3][CH2:2]1.Br[C:7]1[C:8]([CH3:21])=[C:9]([C:15]2[CH:20]=[CH:19][CH:18]=[CH:17][CH:16]=2)[C:10]([CH3:14])=[CH:11][C:12]=1[CH3:13].Cl[P:23]([C:28]([CH3:31])([CH3:30])[CH3:29])[C:24]([CH3:27])([CH3:26])[CH3:25].[NH4+].[OH-].[C:34](OCC)(=O)[CH3:35], predict the reaction product. The product is: [C:24]([P:23]([C:28]([CH3:31])([CH3:30])[CH3:29])[C:1]1[CH:5]=[CH:35][CH:34]=[CH:3][C:2]=1[C:11]1[C:12]([CH3:13])=[CH:7][C:8]([CH3:21])=[C:9]([C:15]2[CH:20]=[CH:19][CH:18]=[CH:17][CH:16]=2)[C:10]=1[CH3:14])([CH3:27])([CH3:26])[CH3:25]. (6) Given the reactants [F:1][C:2]1[CH:7]=[CH:6][C:5]([C@@H:8]2[N:14]([C:15]([N:17]3[CH2:22][CH2:21][O:20][CH2:19][CH2:18]3)=[O:16])[CH2:13][C:12]3[CH:23]=[CH:24][C:25]([C:27](OC)=[O:28])=[CH:26][C:11]=3[O:10][CH2:9]2)=[CH:4][CH:3]=1.[NH2:31][OH:32].[OH-].[Na+], predict the reaction product. The product is: [F:1][C:2]1[CH:7]=[CH:6][C:5]([C@@H:8]2[N:14]([C:15]([N:17]3[CH2:22][CH2:21][O:20][CH2:19][CH2:18]3)=[O:16])[CH2:13][C:12]3[CH:23]=[CH:24][C:25]([C:27]([NH:31][OH:32])=[O:28])=[CH:26][C:11]=3[O:10][CH2:9]2)=[CH:4][CH:3]=1. (7) Given the reactants [O:1]1[C:5]2([CH2:10][CH2:9][NH:8][CH2:7][CH2:6]2)[O:4][CH2:3][CH2:2]1.[Cl:11][C:12]1[N:17]=[C:16](Cl)[CH:15]=[C:14]([Cl:19])[N:13]=1.C(N(C(C)C)CC)(C)C, predict the reaction product. The product is: [Cl:11][C:12]1[N:17]=[C:16]([N:8]2[CH2:9][CH2:10][C:5]3([O:4][CH2:3][CH2:2][O:1]3)[CH2:6][CH2:7]2)[CH:15]=[C:14]([Cl:19])[N:13]=1.